From a dataset of Forward reaction prediction with 1.9M reactions from USPTO patents (1976-2016). Predict the product of the given reaction. (1) Given the reactants C1(=O)[O:6][C:4](=[O:5])C=C1.N[C:9]1[CH:14]=[CH:13][C:12](/[C:15](=[CH:19]/[C:20]([NH2:22])=[O:21])/[C:16]([OH:18])=[O:17])=[CH:11][CH:10]=1, predict the reaction product. The product is: [C:4]([C:9]1[CH:14]=[CH:13][C:12](/[C:15](=[CH:19]/[C:20]([NH2:22])=[O:21])/[C:16]([OH:18])=[O:17])=[CH:11][CH:10]=1)([OH:6])=[O:5]. (2) Given the reactants [Cl:29][C:26]1[CH:27]=[CH:28][C:23]([S:22][S:22][C:23]2[CH:28]=[CH:27][C:26]([Cl:29])=[CH:25][C:24]=2[NH:30][S:31]([C:34]2[O:35][C:36]3[CH:42]=[CH:41][CH:40]=[CH:39][C:37]=3[CH:38]=2)(=[O:33])=[O:32])=[C:24]([NH:30][S:31]([C:34]2[O:35][C:36]3[CH:42]=[CH:41][CH:40]=[CH:39][C:37]=3[CH:38]=2)(=[O:33])=[O:32])[CH:25]=1.Br[CH2:44][C:45]1[CH:50]=[CH:49][CH:48]=[C:47]([O:51][CH3:52])[CH:46]=1, predict the reaction product. The product is: [Cl:29][C:26]1[CH:27]=[CH:28][C:23]([S:22][CH2:44][C:45]2[CH:50]=[CH:49][CH:48]=[C:47]([O:51][CH3:52])[CH:46]=2)=[C:24]([NH:30][S:31]([C:34]2[O:35][C:36]3[CH:42]=[CH:41][CH:40]=[CH:39][C:37]=3[CH:38]=2)(=[O:32])=[O:33])[CH:25]=1. (3) Given the reactants C[O:2][C:3]1[C:4]([C:9]2[C:14]([Cl:15])=[CH:13][CH:12]=[CH:11][C:10]=2[Cl:16])=[CH:5][CH:6]=[CH:7][CH:8]=1.B(Br)(Br)Br.FC1C=CC=C(F)C=1C1C(O)=CC=CC=1, predict the reaction product. The product is: [Cl:15][C:14]1[CH:13]=[CH:12][CH:11]=[C:10]([Cl:16])[C:9]=1[C:4]1[C:3]([OH:2])=[CH:8][CH:7]=[CH:6][CH:5]=1.